Dataset: Full USPTO retrosynthesis dataset with 1.9M reactions from patents (1976-2016). Task: Predict the reactants needed to synthesize the given product. (1) Given the product [O:21]=[C:13]([C:14]1[CH:15]=[CH:16][CH:17]=[CH:18][CH:19]=1)[CH2:26][C:25]([O:31][CH2:32][CH3:33])=[O:30].[NH:3]1[CH:7]=[CH:6][N:5]=[CH:4]1, predict the reactants needed to synthesize it. The reactants are: C([N:3]1[CH:7]=[CH:6][N:5]=[CH:4]1)([N:3]1[CH:7]=[CH:6][N:5]=[CH:4]1)=O.[C:13]([OH:21])(=O)[C:14]1[CH:19]=[CH:18][CH:17]=[CH:16][CH:15]=1.[Cl-].[Mg+2].[Cl-].[C:25]([O:31][CH2:32][CH3:33])(=[O:30])[CH2:26]C([O-])=O.[K+]. (2) The reactants are: C(NC(C)C)(C)C.[Li]CCCC.CCCCCC.[O:19]1[C:23]2([CH2:28][CH2:27][CH:26]([C:29]#[N:30])[CH2:25][CH2:24]2)[O:22][CH2:21][CH2:20]1.[Cl:31][C:32]1[CH:33]=[C:34]([CH:37]=[CH:38][CH:39]=1)[CH2:35]Br. Given the product [Cl:31][C:32]1[CH:33]=[C:34]([CH:37]=[CH:38][CH:39]=1)[CH2:35][C:26]1([C:29]#[N:30])[CH2:27][CH2:28][C:23]2([O:22][CH2:21][CH2:20][O:19]2)[CH2:24][CH2:25]1, predict the reactants needed to synthesize it.